Dataset: Catalyst prediction with 721,799 reactions and 888 catalyst types from USPTO. Task: Predict which catalyst facilitates the given reaction. Reactant: [C:1]([O:4]C(=O)C)(=[O:3])[CH3:2].F[C:9](F)(F)[C:10]([O-])=[O:11].[NH2:15][C:16]1[CH:21]=[CH:20][C:19]([C:22]2[C:23]3[C:28]([O:29][C:30]4[C:35]=2[CH:34]=[CH:33][C:32](=[N+:36]([CH3:38])[CH3:37])[CH:31]=4)=[CH:27][C:26]([N:39]([CH3:41])[CH3:40])=[CH:25][CH:24]=3)=[CH:18][CH:17]=1. Product: [C:1]([O-:4])(=[O:3])[CH3:2].[C:10]([NH:15][C:16]1[CH:21]=[CH:20][C:19]([C:22]2[C:23]3[C:28]([O:29][C:30]4[C:35]=2[CH:34]=[CH:33][C:32](=[N+:36]([CH3:37])[CH3:38])[CH:31]=4)=[CH:27][C:26]([N:39]([CH3:41])[CH3:40])=[CH:25][CH:24]=3)=[CH:18][CH:17]=1)(=[O:11])[CH3:9]. The catalyst class is: 66.